Dataset: Forward reaction prediction with 1.9M reactions from USPTO patents (1976-2016). Task: Predict the product of the given reaction. (1) Given the reactants [CH2:1]([O:17][CH2:18][C@H:19](O)[CH2:20][OH:21])[CH2:2][CH2:3][CH2:4][CH2:5][CH2:6][CH2:7][CH2:8][CH2:9][CH2:10][CH2:11][CH2:12][CH2:13][CH2:14][CH2:15][CH3:16].C1C=CC(P(C2C=CC=CC=2)C2C=CC=CC=2)=CC=1.N(C(OC(C)C)=O)=NC(OC(C)C)=O.[Si]([N:60]=[N+:61]=[N-:62])(C)(C)C, predict the reaction product. The product is: [N:60]([C@H:19]([CH2:18][O:17][CH2:1][CH2:2][CH2:3][CH2:4][CH2:5][CH2:6][CH2:7][CH2:8][CH2:9][CH2:10][CH2:11][CH2:12][CH2:13][CH2:14][CH2:15][CH3:16])[CH2:20][OH:21])=[N+:61]=[N-:62]. (2) Given the reactants [C:1]([OH:11])(=[O:10])[CH:2]([C:4]1[CH:9]=[CH:8][CH:7]=[CH:6][CH:5]=1)[OH:3].[C:12](OC(=O)C)(=[O:14])[CH3:13].CCOCC, predict the reaction product. The product is: [C:12]([O:3][C@@H:2]([C:4]1[CH:9]=[CH:8][CH:7]=[CH:6][CH:5]=1)[C:1]([OH:11])=[O:10])(=[O:14])[CH3:13]. (3) Given the reactants [CH2:1]([C:4]1([CH3:22])[C:8]2[N:9]=[C:10]([Cl:19])[N:11]=[C:12]([N:13]3[CH2:18][CH2:17][O:16][CH2:15][CH2:14]3)[C:7]=2[N:6]([CH3:20])[C:5]1=[O:21])[CH:2]=C.C[N+]1([O-])CC[O:27]CC1.S([O-])([O-])=O.[Na+].[Na+].I([O-])(=O)(=O)=O.[Na+], predict the reaction product. The product is: [Cl:19][C:10]1[N:11]=[C:12]([N:13]2[CH2:14][CH2:15][O:16][CH2:17][CH2:18]2)[C:7]2[N:6]([CH3:20])[C:5](=[O:21])[C:4]([CH2:1][CH:2]=[O:27])([CH3:22])[C:8]=2[N:9]=1. (4) Given the reactants [CH3:1][N:2]1[CH2:7][CH2:6][CH2:5][CH2:4][CH:3]1[CH2:8][OH:9].[Cl:10][C:11]1[CH:12]=[C:13]([CH:26]=[CH:27][C:28]=1[O:29][CH2:30][C:31]1[CH:36]=[CH:35][CH:34]=[C:33]([F:37])[CH:32]=1)[NH:14][C:15]1[C:24]2[C:19](=[CH:20][CH:21]=[CH:22][C:23]=2F)[N:18]=[CH:17][N:16]=1, predict the reaction product. The product is: [Cl:10][C:11]1[CH:12]=[C:13]([CH:26]=[CH:27][C:28]=1[O:29][CH2:30][C:31]1[CH:36]=[CH:35][CH:34]=[C:33]([F:37])[CH:32]=1)[NH:14][C:15]1[C:24]2[C:19](=[CH:20][CH:21]=[CH:22][C:23]=2[O:9][CH2:8][CH:3]2[CH2:4][CH2:5][CH2:6][CH2:7][N:2]2[CH3:1])[N:18]=[CH:17][N:16]=1. (5) The product is: [Cl:1][C:2]1[CH:3]=[CH:4][C:5]([O:8][C@H:9]2[C@H:13]3[CH2:14][N:15]([C:19]4[CH:24]=[CH:23][CH:22]=[C:21]([C:25]([F:28])([F:27])[F:26])[N:20]=4)[CH2:16][CH2:17][N:12]3[CH2:11][CH2:10]2)=[N:6][CH:7]=1. Given the reactants [Cl:1][C:2]1[CH:3]=[CH:4][C:5]([O:8][C@H:9]2[C@H:13]3[CH2:14][NH:15][CH2:16][CH2:17][N:12]3[CH2:11][CH2:10]2)=[N:6][CH:7]=1.F[C:19]1[CH:24]=[CH:23][CH:22]=[C:21]([C:25]([F:28])([F:27])[F:26])[N:20]=1.C(N(CC)C(C)C)(C)C, predict the reaction product. (6) Given the reactants [CH3:1][O:2][C:3](=[O:15])[C:4]1[CH:9]=[C:8]([S:10]([CH3:13])(=[O:12])=[O:11])[CH:7]=[CH:6][C:5]=1Cl.[CH3:16][C:17]1([CH3:23])[CH2:22][CH2:21][NH:20][CH2:19][CH2:18]1, predict the reaction product. The product is: [CH3:1][O:2][C:3](=[O:15])[C:4]1[CH:9]=[C:8]([S:10]([CH3:13])(=[O:12])=[O:11])[CH:7]=[CH:6][C:5]=1[N:20]1[CH2:21][CH2:22][C:17]([CH3:23])([CH3:16])[CH2:18][CH2:19]1. (7) Given the reactants [F:1][C:2]1[CH:7]=[CH:6][C:5]([C:8]2[CH:28]=[CH:27][C:11]3[N:12]=[C:13]([C:18]4[CH:19]=[C:20]([CH:24]=[CH:25][CH:26]=4)[C:21]([NH2:23])=[S:22])[CH2:14][C:15](=[O:17])[NH:16][C:10]=3[CH:9]=2)=[CH:4][CH:3]=1.Cl[CH2:30][C:31](=O)[CH3:32], predict the reaction product. The product is: [F:1][C:2]1[CH:3]=[CH:4][C:5]([C:8]2[CH:28]=[CH:27][C:11]3[N:12]=[C:13]([C:18]4[CH:26]=[CH:25][CH:24]=[C:20]([C:21]5[S:22][CH:30]=[C:31]([CH3:32])[N:23]=5)[CH:19]=4)[CH2:14][C:15](=[O:17])[NH:16][C:10]=3[CH:9]=2)=[CH:6][CH:7]=1.